The task is: Predict the product of the given reaction.. This data is from Forward reaction prediction with 1.9M reactions from USPTO patents (1976-2016). (1) Given the reactants [C:1]1([C:7]2([C:17]3[CH:22]=[CH:21][CH:20]=[CH:19][CH:18]=3)[CH:11]3[CH2:12][NH:13][CH2:14][CH2:15][N:10]3[C:9](=[O:16])[O:8]2)[CH:6]=[CH:5][CH:4]=[CH:3][CH:2]=1.C(N(CC)CC)C.[C:30](Cl)(=[O:35])[O:31][CH2:32][CH2:33]Br.C(NC(C)C)(C)C.[NH:44]1[CH2:49][CH:48]=[CH:47][CH2:46][CH2:45]1, predict the reaction product. The product is: [N:44]1([CH2:33][CH2:32][O:31][C:30]([N:13]2[CH2:14][CH2:15][N:10]3[C:9](=[O:16])[O:8][C:7]([C:1]4[CH:6]=[CH:5][CH:4]=[CH:3][CH:2]=4)([C:17]4[CH:18]=[CH:19][CH:20]=[CH:21][CH:22]=4)[CH:11]3[CH2:12]2)=[O:35])[CH2:45][CH:46]=[CH:47][CH2:48][CH2:49]1. (2) Given the reactants Cl[C:2]1[N:3]=[C:4]([N:16]2[CH2:21][CH2:20][O:19][CH2:18][CH2:17]2)[C:5]2[S:10][C:9]([CH2:11][CH2:12]C(O)=O)=[CH:8][C:6]=2[N:7]=1.CC1(C)C(C)(C)OB([C:30]2[CH:38]=[CH:37][CH:36]=[C:35]3[C:31]=2[CH:32]=[N:33][NH:34]3)O1.[C:40](=O)([O-:42])[O-:41].[Na+].[Na+].C(OCC)(=O)C, predict the reaction product. The product is: [NH:34]1[C:35]2[C:31](=[C:30]([C:2]3[N:3]=[C:4]([N:16]4[CH2:17][CH2:18][O:19][CH2:20][CH2:21]4)[C:5]4[S:10][C:9]([CH:11]([CH3:12])[C:40]([OH:42])=[O:41])=[CH:8][C:6]=4[N:7]=3)[CH:38]=[CH:37][CH:36]=2)[CH:32]=[N:33]1. (3) Given the reactants [N:1]([C:8]([O:10][CH2:11][CH3:12])=[O:9])=[N:1][C:8]([O:10][CH2:11][CH3:12])=[O:9].[OH:13][N:14]1[C:18](=[O:19])[C:17]2=[CH:20][CH:21]=[CH:22][CH:23]=[C:16]2[C:15]1=[O:24].[C:25]1(P([C:25]2[CH:30]=[CH:29]C=[CH:27][CH:26]=2)[C:25]2[CH:30]=[CH:29]C=[CH:27][CH:26]=2)[CH:30]=[CH:29]C=[CH:27][CH:26]=1.O1CC[CH2:46][CH2:45]1, predict the reaction product. The product is: [O:19]=[C:18]1[C:17]2[C:16](=[CH:23][CH:22]=[CH:21][CH:20]=2)[C:15](=[O:24])[N:14]1[O:13][CH2:45][CH2:46][NH:1][C:8]([O:10][CH2:11][C:12]1[CH:29]=[CH:30][CH:25]=[CH:26][CH:27]=1)=[O:9]. (4) The product is: [CH3:27][C:14]1[C@H:13]([C:11]([C:5]2[CH:4]=[C:3]([O:2][CH3:1])[CH:8]=[C:7]([O:9][CH3:10])[CH:6]=2)=[O:12])[C@:22]2([CH3:23])[C@@H:17]([CH2:16][CH:15]=1)[C:18]([CH3:24])([CH3:25])[CH2:19][CH2:20][CH2:21]2. Given the reactants [CH3:1][O:2][C:3]1[CH:4]=[C:5]([C:11]([C@@H:13]2[C@:22]3([CH3:23])[C@H:17]([C:18]([CH3:25])([CH3:24])[CH2:19][CH2:20][CH2:21]3)[CH2:16][CH2:15][C@@:14]2([CH3:27])O)=[O:12])[CH:6]=[C:7]([O:9][CH3:10])[CH:8]=1.Cl[Sn](Cl)(Cl)Cl, predict the reaction product.